Dataset: Forward reaction prediction with 1.9M reactions from USPTO patents (1976-2016). Task: Predict the product of the given reaction. (1) Given the reactants O.[OH-].[Li+].C[O:5][C:6](=[O:37])[CH2:7][C:8]1[C:17]([CH3:18])=[C:16]([C:19]2[CH:24]=[CH:23][C:22]([S:25]([C:28]3[C:33]([F:34])=[CH:32][CH:31]=[CH:30][C:29]=3[F:35])(=[O:27])=[O:26])=[CH:21][CH:20]=2)[C:15]2[C:10](=[CH:11][CH:12]=[C:13]([Cl:36])[CH:14]=2)[CH:9]=1, predict the reaction product. The product is: [Cl:36][C:13]1[CH:14]=[C:15]2[C:10](=[CH:11][CH:12]=1)[CH:9]=[C:8]([CH2:7][C:6]([OH:37])=[O:5])[C:17]([CH3:18])=[C:16]2[C:19]1[CH:20]=[CH:21][C:22]([S:25]([C:28]2[C:29]([F:35])=[CH:30][CH:31]=[CH:32][C:33]=2[F:34])(=[O:27])=[O:26])=[CH:23][CH:24]=1. (2) Given the reactants Cl.Cl.[O:3]1[C:7]2[CH:8]=[CH:9][CH:10]=[C:11]([CH:12]3[CH2:17][CH2:16][N:15]([CH2:18][CH2:19][C@H:20]4[CH2:25][CH2:24][C@H:23]([NH2:26])[CH2:22][CH2:21]4)[CH2:14][CH2:13]3)[C:6]=2[CH2:5][CH2:4]1.[C:27](O)(=[O:34])[C:28]1[CH:33]=[CH:32][CH:31]=[CH:30][CH:29]=1, predict the reaction product. The product is: [O:3]1[C:7]2[CH:8]=[CH:9][CH:10]=[C:11]([CH:12]3[CH2:17][CH2:16][N:15]([CH2:18][CH2:19][C@H:20]4[CH2:21][CH2:22][C@H:23]([NH:26][C:27](=[O:34])[C:28]5[CH:33]=[CH:32][CH:31]=[CH:30][CH:29]=5)[CH2:24][CH2:25]4)[CH2:14][CH2:13]3)[C:6]=2[CH2:5][CH2:4]1. (3) Given the reactants [Cl:1][C:2]1[CH:10]=[CH:9][C:5]([CH2:6][CH2:7][NH2:8])=[CH:4][CH:3]=1.[C:11](Cl)(=O)[CH3:12], predict the reaction product. The product is: [Cl:1][C:2]1[CH:10]=[C:9]2[C:5]([CH2:6][CH2:7][NH:8][CH:11]2[CH3:12])=[CH:4][CH:3]=1. (4) Given the reactants C([N:8]1[CH2:13][CH2:12][O:11][C@H:10]([CH2:14][C:15]2[CH:20]=[CH:19][CH:18]=[C:17]([CH:21]=[CH:22][C:23]3[CH:24]=[N:25][CH:26]=[CH:27][CH:28]=3)[CH:16]=2)[CH2:9]1)(OC(C)(C)C)=O, predict the reaction product. The product is: [N:25]1[CH:26]=[CH:27][CH:28]=[C:23]([CH2:22][CH2:21][C:17]2[CH:16]=[C:15]([CH:20]=[CH:19][CH:18]=2)[CH2:14][C@H:10]2[O:11][CH2:12][CH2:13][NH:8][CH2:9]2)[CH:24]=1. (5) The product is: [CH3:6][O:5][C:4]1[CH:3]=[C:2]([C:1]([N:52]2[CH2:53][CH2:54][N:49]([C:46]3[CH:45]=[CH:44][C:43]([N+:40]([O-:42])=[O:41])=[CH:48][CH:47]=3)[CH2:50][CH2:51]2)=[O:14])[CH:12]=[C:9]([O:10][CH3:11])[C:7]=1[OH:8]. Given the reactants [C:1]([OH:14])(=O)[C:2]1[CH:12]=[C:9]([O:10][CH3:11])[C:7]([OH:8])=[C:4]([O:5][CH3:6])[CH:3]=1.OC1C2N=NNC=2C=CC=1.C1(N=C=NC2CCCCC2)CCCCC1.[N+:40]([C:43]1[CH:48]=[CH:47][C:46]([N:49]2[CH2:54][CH2:53][NH:52][CH2:51][CH2:50]2)=[CH:45][CH:44]=1)([O-:42])=[O:41].C(NC1CCCCC1)(NC1CCCCC1)=O, predict the reaction product. (6) Given the reactants [F:1][CH:2]([F:29])[CH2:3][O:4][C:5]1[CH:10]=[CH:9][CH:8]=[CH:7][C:6]=1[C:11](=[O:28])[CH2:12][CH2:13][C:14]1[N:15]=[C:16]([C:19]2[CH:24]=[CH:23][C:22]([O:25][CH3:26])=[C:21]([OH:27])[CH:20]=2)[O:17][CH:18]=1.[CH2:30](I)[CH3:31], predict the reaction product. The product is: [F:29][CH:2]([F:1])[CH2:3][O:4][C:5]1[CH:10]=[CH:9][CH:8]=[CH:7][C:6]=1[C:11](=[O:28])[CH2:12][CH2:13][C:14]1[N:15]=[C:16]([C:19]2[CH:24]=[CH:23][C:22]([O:25][CH3:26])=[C:21]([O:27][CH2:30][CH3:31])[CH:20]=2)[O:17][CH:18]=1. (7) Given the reactants [OH:1][C:2]1([C:15]2[CH:16]=[CH:17][C:18]3[N:19]([CH:26]=2)[C:20](=[O:25])[CH:21]=[C:22]([OH:24])[N:23]=3)[CH2:7][CH2:6][N:5]([C:8]([O:10][C:11]([CH3:14])([CH3:13])[CH3:12])=[O:9])[CH2:4][CH2:3]1.[F:27][C:28]([F:47])([F:46])[S:29](N(C1C=CC=CC=1)[S:29]([C:28]([F:47])([F:46])[F:27])(=[O:31])=[O:30])(=[O:31])=[O:30].C(=O)([O-])[O-].[K+].[K+], predict the reaction product. The product is: [OH:1][C:2]1([C:15]2[CH:16]=[CH:17][C:18]3[N:19]([CH:26]=2)[C:20](=[O:25])[CH:21]=[C:22]([O:24][S:29]([C:28]([F:47])([F:46])[F:27])(=[O:31])=[O:30])[N:23]=3)[CH2:7][CH2:6][N:5]([C:8]([O:10][C:11]([CH3:14])([CH3:13])[CH3:12])=[O:9])[CH2:4][CH2:3]1. (8) Given the reactants [H-].[Na+].CN(C=O)C.[CH3:8][O:9][C:10]1[CH:15]=[CH:14][C:13]([C:16]2[C:29](=[O:30])[C:28]3[C:19](=[C:20]([O:31][CH2:32][CH2:33][CH3:34])[CH:21]=[C:22]4[C:27]=3[O:26][CH2:25][CH2:24][CH2:23]4)[NH:18][CH:17]=2)=[CH:12][CH:11]=1.Br[CH2:36][C:37]([O:39][CH2:40][CH3:41])=[O:38], predict the reaction product. The product is: [CH2:40]([O:39][C:37](=[O:38])[CH2:36][N:18]1[C:19]2[C:28](=[C:27]3[C:22](=[CH:21][C:20]=2[O:31][CH2:32][CH2:33][CH3:34])[CH2:23][CH2:24][CH2:25][O:26]3)[C:29](=[O:30])[C:16]([C:13]2[CH:12]=[CH:11][C:10]([O:9][CH3:8])=[CH:15][CH:14]=2)=[CH:17]1)[CH3:41].